Dataset: Reaction yield outcomes from USPTO patents with 853,638 reactions. Task: Predict the reaction yield, written as a fraction of the theoretical maximum amount of product (1.0 means a 100% yield; for example, 0.34 means a 34% yield). (1) The reactants are [CH3:1][C:2]1[CH:3]=[CH:4][C:5]([N+:12]([O-:14])=[O:13])=[C:6]([CH2:8][C:9]([OH:11])=O)[CH:7]=1.CN(C(ON1N=NC2C=CC=NC1=2)=[N+](C)C)C.F[P-](F)(F)(F)(F)F.C(N(CC)CC)C.[NH:46]1[CH2:51][CH2:50][O:49][CH2:48][CH2:47]1. The catalyst is ClCCl.CO.ClCCl. The product is [CH3:1][C:2]1[CH:3]=[CH:4][C:5]([N+:12]([O-:14])=[O:13])=[C:6]([CH2:8][C:9]([N:46]2[CH2:51][CH2:50][O:49][CH2:48][CH2:47]2)=[O:11])[CH:7]=1. The yield is 0.870. (2) The reactants are [CH3:1][O:2][C:3]1[CH:8]=[CH:7][C:6]([NH:9][NH2:10])=[CH:5][CH:4]=1.C(N(CC)CC)C.[OH:18][C:19]1([C:25]#[C:26][C:27]([C:29]2[CH:34]=[CH:33][C:32]([CH3:35])=[CH:31][CH:30]=2)=O)[CH2:24][CH2:23][CH2:22][CH2:21][CH2:20]1. The catalyst is C(O)C. The product is [CH3:1][O:2][C:3]1[CH:8]=[CH:7][C:6]([N:9]2[C:27]([C:29]3[CH:34]=[CH:33][C:32]([CH3:35])=[CH:31][CH:30]=3)=[CH:26][C:25]([C:19]3([OH:18])[CH2:24][CH2:23][CH2:22][CH2:21][CH2:20]3)=[N:10]2)=[CH:5][CH:4]=1. The yield is 0.440. (3) The reactants are [Br:1][C:2]1[CH:7]=[CH:6][C:5]([S:8](Cl)(=[O:10])=[O:9])=[C:4]([O:12][C:13]([F:16])([F:15])[F:14])[CH:3]=1.[CH:17]1([NH2:21])[CH2:20][CH2:19][CH2:18]1. The catalyst is ClCCl. The product is [Br:1][C:2]1[CH:7]=[CH:6][C:5]([S:8]([NH:21][CH:17]2[CH2:20][CH2:19][CH2:18]2)(=[O:10])=[O:9])=[C:4]([O:12][C:13]([F:16])([F:15])[F:14])[CH:3]=1. The yield is 0.610. (4) The reactants are [N+:26]([C:17]1[CH:18]=[C:19]([CH:24]=[CH:25][C:16]=1[S:15][S:15][C:16]1[CH:25]=[CH:24][C:19]([C:20]([O:22][CH3:23])=[O:21])=[CH:18][C:17]=1[N+:26]([O-])=O)[C:20]([O:22][CH3:23])=[O:21])([O-])=O.[Sn].Cl.[CH2:31](O)C. The catalyst is C(O)=O.O.[Zn]. The product is [S:15]1[C:16]2[CH:25]=[CH:24][C:19]([C:20]([O:22][CH3:23])=[O:21])=[CH:18][C:17]=2[N:26]=[CH:31]1. The yield is 0.970. (5) The reactants are [NH2:1][C:2]1[N:7]=[C:6]([NH:8][C@H:9]2[CH2:14][CH2:13][C@H:12]([OH:15])[CH2:11][CH2:10]2)[C:5](/[CH:16]=[CH:17]/[C:18](OCC)=[O:19])=[C:4]([CH3:23])[N:3]=1.CC(C)([O-])C.[K+]. The catalyst is CC(N(C)C)=O. The product is [NH2:1][C:2]1[N:3]=[C:4]([CH3:23])[C:5]2[CH:16]=[CH:17][C:18](=[O:19])[N:8]([C@H:9]3[CH2:14][CH2:13][C@H:12]([OH:15])[CH2:11][CH2:10]3)[C:6]=2[N:7]=1. The yield is 0.600. (6) The reactants are [NH2:1][C:2]1[C:3]([NH:12][C@@H:13]2[CH2:18][CH2:17][C@H:16]([C:19]([NH:21][CH:22]([CH3:24])[CH3:23])=[O:20])[CH2:15][CH2:14]2)=[CH:4][C:5]([S:8]([CH3:11])(=[O:10])=[O:9])=[N:6][CH:7]=1.[F:25][C:26]1[CH:36]=[CH:35][C:29]([C:30]([N:32]=[C:33]=S)=[O:31])=[CH:28][CH:27]=1.CCN(C(C)C)C(C)C.C(Cl)CCl. The catalyst is C1COCC1.C(Cl)Cl. The product is [F:25][C:26]1[CH:27]=[CH:28][C:29]([C:30](/[N:32]=[C:33]2/[N:12]([C@H:13]3[CH2:14][CH2:15][C@@H:16]([C:19](=[O:20])[NH:21][CH:22]([CH3:24])[CH3:23])[CH2:17][CH2:18]3)[C:3]3[CH:4]=[C:5]([S:8]([CH3:11])(=[O:9])=[O:10])[N:6]=[CH:7][C:2]=3[NH:1]/2)=[O:31])=[CH:35][CH:36]=1. The yield is 0.471. (7) The reactants are [C:1]([C:3]1[CH:4]=[C:5]([C:9]2[CH:10]=[C:11]([CH:16]=[C:17]([CH:19]=O)[CH:18]=2)[C:12]([O:14][CH3:15])=[O:13])[CH:6]=[CH:7][CH:8]=1)#[N:2].[NH2:21][CH2:22][CH:23]1[CH2:28][CH2:27][NH:26][CH2:25][CH2:24]1. The catalyst is C1(C)C=CC=CC=1. The product is [C:1]([C:3]1[CH:4]=[C:5]([C:9]2[CH:10]=[C:11]([CH:16]=[C:17]([CH2:19][NH:21][CH2:22][CH:23]3[CH2:28][CH2:27][NH:26][CH2:25][CH2:24]3)[CH:18]=2)[C:12]([O:14][CH3:15])=[O:13])[CH:6]=[CH:7][CH:8]=1)#[N:2]. The yield is 0.600. (8) The reactants are C([Li])CCC.[S:6]1[CH:10]=[CH:9][N:8]=[CH:7]1.[C:11]([O:15][C:16]([N:18]1[CH2:23][CH2:22][CH:21]([C:24](=[O:26])[CH3:25])[CH2:20][CH2:19]1)=[O:17])([CH3:14])([CH3:13])[CH3:12]. The catalyst is C1COCC1. The product is [OH:26][C:24]([CH:21]1[CH2:20][CH2:19][N:18]([C:16]([O:15][C:11]([CH3:12])([CH3:14])[CH3:13])=[O:17])[CH2:23][CH2:22]1)([C:7]1[S:6][CH:10]=[CH:9][N:8]=1)[CH3:25]. The yield is 0.900. (9) The catalyst is C(Cl)Cl. The reactants are Cl[C:2]1[N:7]=[CH:6][C:5]([C:8]([O:10][CH3:11])=[O:9])=[CH:4][N:3]=1.[CH3:12][O:13][CH2:14][CH:15]1[CH2:20][NH:19][CH2:18][CH2:17][NH:16]1.C(N(C(C)C)C(C)C)C. The product is [CH3:12][O:13][CH2:14][CH:15]1[NH:16][CH2:17][CH2:18][N:19]([C:2]2[N:7]=[CH:6][C:5]([C:8]([O:10][CH3:11])=[O:9])=[CH:4][N:3]=2)[CH2:20]1. The yield is 0.750. (10) The reactants are [F:1][C:2]1[CH:7]=[CH:6][C:5]([CH2:8][N+:9]([O-:11])=[O:10])=[CH:4][CH:3]=1.[CH:12](=NCCCC)[C:13]1[CH:18]=[CH:17][CH:16]=[CH:15][CH:14]=1. The catalyst is C(O)(=O)C. The product is [F:1][C:2]1[CH:3]=[CH:4][C:5]([C:8]([N+:9]([O-:11])=[O:10])=[CH:12][C:13]2[CH:18]=[CH:17][CH:16]=[CH:15][CH:14]=2)=[CH:6][CH:7]=1. The yield is 0.630.